From a dataset of Full USPTO retrosynthesis dataset with 1.9M reactions from patents (1976-2016). Predict the reactants needed to synthesize the given product. (1) Given the product [CH3:1][N:2]1[C:6]2[C:7]([NH2:11])=[CH:8][CH:9]=[CH:10][C:5]=2[N:4]=[CH:3]1, predict the reactants needed to synthesize it. The reactants are: [CH3:1][N:2]1[C:6]2[C:7]([NH:11]C=O)=[CH:8][CH:9]=[CH:10][C:5]=2[N:4]=[CH:3]1.C(N1C2C(N)=CC=CC=2N=C1C)C. (2) The reactants are: [H-].[H-].[H-].[H-].[Li+].[Al+3].[OH:7][C:8]1[C:9]([CH2:14][CH2:15][C:16](OCC)=[O:17])=[N:10][CH:11]=[CH:12][CH:13]=1. Given the product [OH:17][CH2:16][CH2:15][CH2:14][C:9]1[C:8]([OH:7])=[CH:13][CH:12]=[CH:11][N:10]=1, predict the reactants needed to synthesize it. (3) Given the product [CH3:1][C:2]1[CH:11]=[CH:10][CH:9]=[C:8]2[C:3]=1[N:4]=[C:5]([C:15]1[CH:20]=[CH:19][CH:18]=[CH:17][CH:16]=1)[C:6]([CH:12]([OH:14])[CH3:13])=[N:7]2, predict the reactants needed to synthesize it. The reactants are: [CH3:1][C:2]1[CH:11]=[CH:10][CH:9]=[C:8]2[C:3]=1[N:4]=[C:5]([C:15]1[CH:20]=[CH:19][CH:18]=[CH:17][CH:16]=1)[C:6]([C:12](=[O:14])[CH3:13])=[N:7]2.[BH4-].[Na+]. (4) Given the product [Cl:1][C:2]1[CH:7]=[CH:6][C:5]([CH2:8][C:9]([OH:11])=[O:10])=[C:4]([O:12][C:14]2[CH:19]=[CH:18][C:17]([S:20]([CH3:23])(=[O:21])=[O:22])=[CH:16][C:15]=2[C:24]([F:25])([F:27])[F:26])[CH:3]=1, predict the reactants needed to synthesize it. The reactants are: [Cl:1][C:2]1[CH:7]=[CH:6][C:5]([CH2:8][C:9]([OH:11])=[O:10])=[C:4]([OH:12])[CH:3]=1.F[C:14]1[CH:19]=[CH:18][C:17]([S:20]([CH3:23])(=[O:22])=[O:21])=[CH:16][C:15]=1[C:24]([F:27])([F:26])[F:25].C(=O)([O-])[O-].[Cs+].[Cs+]. (5) Given the product [C:18]([O:17][C:15]([N:9]1[CH2:10][C:11]([F:13])([F:14])[CH2:12][C@@H:8]1[CH:6]([CH3:7])[CH2:5][C:4]([OH:22])=[O:3])=[O:16])([CH3:21])([CH3:19])[CH3:20], predict the reactants needed to synthesize it. The reactants are: C([O:3][C:4](=[O:22])[CH2:5][CH:6]([C@H:8]1[CH2:12][C:11]([F:14])([F:13])[CH2:10][N:9]1[C:15]([O:17][C:18]([CH3:21])([CH3:20])[CH3:19])=[O:16])[CH3:7])C.O[Li].O. (6) Given the product [F:1][C:2]1[CH:10]=[CH:9][C:8]([CH2:11][C:12]2[C:21]3[C:16](=[CH:17][CH:18]=[CH:19][CH:20]=3)[C:15](=[O:22])[NH:14][N:13]=2)=[CH:7][C:3]=1[C:4]([N:57]1[CH2:56][CH2:55][N:54]2[C:50]([CH2:49][C:48]([F:47])([F:59])[F:60])=[N:51][N:52]=[C:53]2[CH2:58]1)=[O:5], predict the reactants needed to synthesize it. The reactants are: [F:1][C:2]1[CH:10]=[CH:9][C:8]([CH2:11][C:12]2[C:21]3[C:16](=[CH:17][CH:18]=[CH:19][CH:20]=3)[C:15](=[O:22])[NH:14][N:13]=2)=[CH:7][C:3]=1[C:4](O)=[O:5].F[P-](F)(F)(F)(F)F.N1(OC(N(C)C)=[N+](C)C)C2C=CC=CC=2N=N1.[F:47][C:48]([F:60])([F:59])[CH2:49][C:50]1[N:54]2[CH2:55][CH2:56][NH:57][CH2:58][C:53]2=[N:52][N:51]=1.C(N(CC)C(C)C)(C)C. (7) Given the product [Cl:1][C:2]1[CH:3]=[C:4]([C:5]2[C:6]([C:14]3[CH:19]=[CH:18][CH:17]=[CH:16][CH:15]=3)=[C:7]([CH3:13])[NH:23][N:22]=2)[C:9]([OH:8])=[CH:10][C:11]=1[OH:12], predict the reactants needed to synthesize it. The reactants are: [Cl:1][C:2]1[CH:3]=[C:4]2[C:9](=[CH:10][C:11]=1[OH:12])[O:8][C:7]([CH3:13])=[C:6]([C:14]1[CH:19]=[CH:18][CH:17]=[CH:16][CH:15]=1)[C:5]2=O.O.[NH2:22][NH2:23]. (8) Given the product [CH2:36]([O:43][C:44]([N:46]1[CH2:51][CH2:50][C:49]([CH2:58][C:59](=[O:60])[NH:35][CH2:28][C:29]2[CH:34]=[CH:33][CH:32]=[CH:31][CH:30]=2)([C:52]2[CH:57]=[CH:56][CH:55]=[CH:54][CH:53]=2)[CH2:48][CH2:47]1)=[O:45])[C:37]1[CH:42]=[CH:41][CH:40]=[CH:39][CH:38]=1, predict the reactants needed to synthesize it. The reactants are: F[P-](F)(F)(F)(F)F.N1(O[P+](N(C)C)(N(C)C)N(C)C)C2C=CC=CC=2N=N1.[CH2:28]([NH2:35])[C:29]1[CH:34]=[CH:33][CH:32]=[CH:31][CH:30]=1.[CH2:36]([O:43][C:44]([N:46]1[CH2:51][CH2:50][C:49]([CH2:58][C:59](O)=[O:60])([C:52]2[CH:57]=[CH:56][CH:55]=[CH:54][CH:53]=2)[CH2:48][CH2:47]1)=[O:45])[C:37]1[CH:42]=[CH:41][CH:40]=[CH:39][CH:38]=1.C(N(CC)CC)C. (9) The reactants are: C(N(CC)CC)C.Cl.[Cl:9][C:10]1[CH:11]=[C:12]([NH:17][NH2:18])[CH:13]=[C:14]([Cl:16])[CH:15]=1.[C:19](O[C:19]([O:21][C:22]([CH3:25])([CH3:24])[CH3:23])=[O:20])([O:21][C:22]([CH3:25])([CH3:24])[CH3:23])=[O:20]. Given the product [C:22]([O:21][C:19]([NH:18][NH:17][C:12]1[CH:11]=[C:10]([Cl:9])[CH:15]=[C:14]([Cl:16])[CH:13]=1)=[O:20])([CH3:25])([CH3:24])[CH3:23], predict the reactants needed to synthesize it.